This data is from Catalyst prediction with 721,799 reactions and 888 catalyst types from USPTO. The task is: Predict which catalyst facilitates the given reaction. (1) Reactant: [CH3:1][C:2]1[CH:3]=[C:4]2[C:9](=[CH:10][CH:11]=1)[N:8]([CH2:12][CH:13]=O)[C:7](=[O:15])[CH:6]=[CH:5]2.[O:16]1[C:21]2[CH:22]=[CH:23][C:24]([CH2:26][N:27]([CH:35]3[CH2:40][CH2:39][NH:38][CH2:37][CH2:36]3)[C:28](=[O:34])[O:29][C:30]([CH3:33])([CH3:32])[CH3:31])=[CH:25][C:20]=2[O:19][CH2:18][CH2:17]1.C(O[BH-](OC(=O)C)OC(=O)C)(=O)C.[Na+].C(=O)([O-])O.[Na+]. Product: [O:16]1[C:21]2[CH:22]=[CH:23][C:24]([CH2:26][N:27]([CH:35]3[CH2:40][CH2:39][N:38]([CH2:13][CH2:12][N:8]4[C:9]5[C:4](=[CH:3][C:2]([CH3:1])=[CH:11][CH:10]=5)[CH:5]=[CH:6][C:7]4=[O:15])[CH2:37][CH2:36]3)[C:28](=[O:34])[O:29][C:30]([CH3:33])([CH3:31])[CH3:32])=[CH:25][C:20]=2[O:19][CH2:18][CH2:17]1. The catalyst class is: 671. (2) Reactant: OC(C(F)(F)F)=O.[NH:8]1[CH2:11][CH:10]([C:12]2[CH:33]=[CH:32][C:15]3[C:16]4[N:17]=[C:18]([C:24]5[N:25]([CH:29]([CH3:31])[CH3:30])[N:26]=[CH:27][N:28]=5)[S:19][C:20]=4[CH2:21][CH2:22][O:23][C:14]=3[CH:13]=2)[CH2:9]1.[CH3:34][C:35]([CH3:37])=O.C(O[BH-](OC(=O)C)OC(=O)C)(=O)C.[Na+].C(=O)(O)[O-].[Na+]. Product: [CH:35]([N:8]1[CH2:11][CH:10]([C:12]2[CH:33]=[CH:32][C:15]3[C:16]4[N:17]=[C:18]([C:24]5[N:25]([CH:29]([CH3:31])[CH3:30])[N:26]=[CH:27][N:28]=5)[S:19][C:20]=4[CH2:21][CH2:22][O:23][C:14]=3[CH:13]=2)[CH2:9]1)([CH3:37])[CH3:34]. The catalyst class is: 279.